Dataset: NCI-60 drug combinations with 297,098 pairs across 59 cell lines. Task: Regression. Given two drug SMILES strings and cell line genomic features, predict the synergy score measuring deviation from expected non-interaction effect. (1) Drug 1: C1=C(C(=O)NC(=O)N1)N(CCCl)CCCl. Drug 2: C1=C(C(=O)NC(=O)N1)F. Cell line: CAKI-1. Synergy scores: CSS=65.8, Synergy_ZIP=11.0, Synergy_Bliss=10.2, Synergy_Loewe=11.0, Synergy_HSA=16.9. (2) Drug 2: C1C(C(OC1N2C=NC3=C2NC=NCC3O)CO)O. Synergy scores: CSS=0.682, Synergy_ZIP=0.621, Synergy_Bliss=2.50, Synergy_Loewe=-0.193, Synergy_HSA=-0.0147. Cell line: EKVX. Drug 1: CC1=C(C=C(C=C1)NC(=O)C2=CC=C(C=C2)CN3CCN(CC3)C)NC4=NC=CC(=N4)C5=CN=CC=C5. (3) Drug 1: C1=CC(=C2C(=C1NCCNCCO)C(=O)C3=C(C=CC(=C3C2=O)O)O)NCCNCCO. Drug 2: CC1=C(C(=O)C2=C(C1=O)N3CC4C(C3(C2COC(=O)N)OC)N4)N. Cell line: SNB-75. Synergy scores: CSS=76.8, Synergy_ZIP=8.43, Synergy_Bliss=8.18, Synergy_Loewe=7.64, Synergy_HSA=12.5. (4) Drug 1: CC=C1C(=O)NC(C(=O)OC2CC(=O)NC(C(=O)NC(CSSCCC=C2)C(=O)N1)C(C)C)C(C)C. Drug 2: C(CCl)NC(=O)N(CCCl)N=O. Cell line: NCI/ADR-RES. Synergy scores: CSS=-4.84, Synergy_ZIP=-0.509, Synergy_Bliss=-4.21, Synergy_Loewe=-8.08, Synergy_HSA=-5.76.